Dataset: Full USPTO retrosynthesis dataset with 1.9M reactions from patents (1976-2016). Task: Predict the reactants needed to synthesize the given product. (1) Given the product [Cl:19][C:12]1[CH:13]=[CH:14][CH:15]=[C:16]2[C:11]=1[NH:10][C:9](=[O:20])[N:8]([C:4]1[CH:5]=[CH:6][CH:7]=[C:2]([B:25]3[O:26][C:27]([CH3:29])([CH3:28])[C:23]([CH3:39])([CH3:22])[O:24]3)[C:3]=1[CH3:21])[C:17]2=[O:18], predict the reactants needed to synthesize it. The reactants are: Br[C:2]1[C:3]([CH3:21])=[C:4]([N:8]2[C:17](=[O:18])[C:16]3[C:11](=[C:12]([Cl:19])[CH:13]=[CH:14][CH:15]=3)[NH:10][C:9]2=[O:20])[CH:5]=[CH:6][CH:7]=1.[CH3:22][C:23]1([CH3:39])[C:27]([CH3:29])([CH3:28])[O:26][B:25]([B:25]2[O:26][C:27]([CH3:29])([CH3:28])[C:23]([CH3:39])([CH3:22])[O:24]2)[O:24]1.C([O-])(=O)C.[K+]. (2) Given the product [OH:10][C@@H:3]1[CH2:4][C@H:5]([C:8]([O:9][CH2:11][CH3:12])=[O:38])[CH2:6][CH:7]=[CH:2]1, predict the reactants needed to synthesize it. The reactants are: I[C@@H:2]1[CH2:7][CH2:6][C@H:5]2[C:8]([O:10][C@@H:3]1[CH2:4]2)=[O:9].[CH:11]1(C(O)=O)CCC=C[CH2:12]1.N12CCCN=C1CCCCC2.I.C12C(=O)[O:38]C(C1)C=CC2.[OH-].[K+]. (3) Given the product [Si:1]([O:8][C@H:9]1[CH2:18][C:17]([CH3:20])([CH3:19])[CH2:16][C:15]2[N:14]=[C:13]([CH:21]3[CH2:22][CH2:23][CH2:24][CH2:25]3)[C:12]([CH:26]([C:37]3[CH:36]=[CH:35][CH:34]=[C:33]([C:29]([CH3:32])([CH3:31])[CH3:30])[CH:38]=3)[OH:27])=[C:11]([I:28])[C:10]1=2)([C:4]([CH3:5])([CH3:6])[CH3:7])([CH3:3])[CH3:2], predict the reactants needed to synthesize it. The reactants are: [Si:1]([O:8][C@H:9]1[CH2:18][C:17]([CH3:20])([CH3:19])[CH2:16][C:15]2[N:14]=[C:13]([CH:21]3[CH2:25][CH2:24][CH2:23][CH2:22]3)[C:12]([CH:26]=[O:27])=[C:11]([I:28])[C:10]1=2)([C:4]([CH3:7])([CH3:6])[CH3:5])([CH3:3])[CH3:2].[C:29]([C:33]1[CH:34]=[C:35]([Mg]Br)[CH:36]=[CH:37][CH:38]=1)([CH3:32])([CH3:31])[CH3:30]. (4) The reactants are: C([O:4][C:5]1[C:6]([I:30])=[C:7]([CH2:25][C:26]([O:28][CH3:29])=[O:27])[C:8]([C:15](=[O:24])[C:16]2[CH:21]=[CH:20][C:19]([O:22][CH3:23])=[CH:18][CH:17]=2)=[C:9]([O:11]CC=C)[CH:10]=1)C=C.[Se](=O)=O.C(O)(=O)C.C(=O)([O-])O.[Na+]. Given the product [OH:4][C:5]1[C:6]([I:30])=[C:7]([CH2:25][C:26]([O:28][CH3:29])=[O:27])[C:8]([C:15](=[O:24])[C:16]2[CH:17]=[CH:18][C:19]([O:22][CH3:23])=[CH:20][CH:21]=2)=[C:9]([OH:11])[CH:10]=1, predict the reactants needed to synthesize it. (5) The reactants are: [C:1]([C:5]1[CH:6]=[C:7]([C:15]2[CH:23]=[CH:22][CH:21]=[C:20]3[C:16]=2[CH:17]=[CH:18][CH2:19]3)[CH:8]=[C:9]([C:11]([CH3:14])([CH3:13])[CH3:12])[CH:10]=1)([CH3:4])([CH3:3])[CH3:2].CS(C)=O.[Br:28]N1C(=O)CCC1=O.C1(C)C=CC(S(O)(=O)=O)=CC=1. Given the product [Br:28][C:18]1[CH2:19][C:20]2[C:16]([CH:17]=1)=[C:15]([C:7]1[CH:8]=[C:9]([C:11]([CH3:14])([CH3:13])[CH3:12])[CH:10]=[C:5]([C:1]([CH3:2])([CH3:3])[CH3:4])[CH:6]=1)[CH:23]=[CH:22][CH:21]=2, predict the reactants needed to synthesize it.